From a dataset of Catalyst prediction with 721,799 reactions and 888 catalyst types from USPTO. Predict which catalyst facilitates the given reaction. (1) Reactant: Cl[C:2]1[C:3]2[N:15]=[C:14]([Cl:16])[CH:13]=[CH:12][C:4]=2[N:5]=[C:6]([NH:8]C(=O)C)[N:7]=1.[CH2:17]([OH:19])[CH3:18]. Product: [Cl:16][C:14]1[CH:13]=[CH:12][C:4]2[N:5]=[C:6]([NH2:8])[N:7]=[C:2]([O:19][CH2:17][CH3:18])[C:3]=2[N:15]=1. The catalyst class is: 13. (2) Reactant: [NH2:1][C@@:2]([CH3:13])([CH2:6][CH:7]1[CH2:12][CH2:11][CH2:10][CH2:9][CH2:8]1)[C:3]([OH:5])=[O:4].[CH3:14][C:15]([O:18][C:19](O[C:19]([O:18][C:15]([CH3:17])([CH3:16])[CH3:14])=[O:20])=[O:20])([CH3:17])[CH3:16]. Product: [C:15]([O:18][C:19]([NH:1][C@@:2]([CH3:13])([CH2:6][CH:7]1[CH2:12][CH2:11][CH2:10][CH2:9][CH2:8]1)[C:3]([OH:5])=[O:4])=[O:20])([CH3:17])([CH3:16])[CH3:14]. The catalyst class is: 821. (3) Reactant: [OH:1][C:2]1[C:7]([C:8]([O:10][CH2:11][CH3:12])=[O:9])=[CH:6][N:5]=[C:4]2[S:13][CH:14]=[CH:15][C:3]=12.[Li+].CC([N-]C(C)C)C.CN([CH:27]=[O:28])C. Product: [OH:1][C:2]1[C:7]([C:8]([O:10][CH2:11][CH3:12])=[O:9])=[CH:6][N:5]=[C:4]2[S:13][C:14]([CH2:27][OH:28])=[CH:15][C:3]=12. The catalyst class is: 1. (4) Product: [CH3:1][N:2]1[CH2:7][CH2:6][CH2:5][C@@H:4]([CH2:8][OH:9])[CH2:3]1. The catalyst class is: 332. Reactant: [CH3:1][N:2]1[CH2:7][CH2:6][CH2:5][C@@H:4]([C:8](OCC)=[O:9])[CH2:3]1.[H-].[Al+3].[Li+].[H-].[H-].[H-].O.[OH-].[Na+]. (5) Reactant: [CH3:1][O:2][C:3]1[CH:4]=[CH:5][C:6]2[O:10][C:9]([CH:11]([NH:20][C:21]3[CH:26]=[CH:25][C:24]([C:27]([N:29]([CH3:37])[CH2:30][CH2:31][C:32]([O:34]CC)=[O:33])=[O:28])=[CH:23][CH:22]=3)[CH2:12][CH2:13][CH2:14][CH2:15][S:16]([CH3:19])(=[O:18])=[O:17])=[C:8]([CH3:38])[C:7]=2[CH:39]=1.O1CCCC1.[OH-].[Na+]. Product: [CH3:1][O:2][C:3]1[CH:4]=[CH:5][C:6]2[O:10][C:9]([CH:11]([NH:20][C:21]3[CH:22]=[CH:23][C:24]([C:27]([N:29]([CH3:37])[CH2:30][CH2:31][C:32]([OH:34])=[O:33])=[O:28])=[CH:25][CH:26]=3)[CH2:12][CH2:13][CH2:14][CH2:15][S:16]([CH3:19])(=[O:17])=[O:18])=[C:8]([CH3:38])[C:7]=2[CH:39]=1. The catalyst class is: 8. (6) Reactant: Cl[CH:2]([C:7]1[CH:11]=[C:10]([C:12]2[CH:17]=[CH:16][CH:15]=[CH:14][CH:13]=2)[O:9][C:8]=1[CH3:18])[CH2:3][CH:4]([CH3:6])[CH3:5].[NH2:19][C:20]1[CH:29]=[CH:28][C:23]([C:24]([O:26]C)=[O:25])=[CH:22][C:21]=1[F:30].C(=O)([O-])[O-].[Na+].[Na+].[I-].[Na+]. Product: [F:30][C:21]1[CH:22]=[C:23]([CH:28]=[CH:29][C:20]=1[NH:19][CH:2]([C:7]1[CH:11]=[C:10]([C:12]2[CH:17]=[CH:16][CH:15]=[CH:14][CH:13]=2)[O:9][C:8]=1[CH3:18])[CH2:3][CH:4]([CH3:6])[CH3:5])[C:24]([OH:26])=[O:25]. The catalyst class is: 395.